This data is from Full USPTO retrosynthesis dataset with 1.9M reactions from patents (1976-2016). The task is: Predict the reactants needed to synthesize the given product. (1) The reactants are: [CH2:1]([O:3][C:4](=[O:32])[C:5]([CH3:31])([CH3:30])[CH2:6][C:7]1[N:8]([CH2:22][C:23]2[CH:28]=[CH:27][C:26](Br)=[CH:25][CH:24]=2)[C:9]2[C:14]([C:15]=1[S:16][C:17]([CH3:20])([CH3:19])[CH3:18])=[CH:13][C:12]([OH:21])=[CH:11][CH:10]=2)[CH3:2].[B:33]1([B:33]2[O:37][C:36]([CH3:39])([CH3:38])[C:35]([CH3:41])([CH3:40])[O:34]2)[O:37][C:36]([CH3:39])([CH3:38])[C:35]([CH3:41])([CH3:40])[O:34]1.C([O-])(=O)C.[K+]. Given the product [C:17]([S:16][C:15]1[C:14]2[C:9](=[CH:10][CH:11]=[C:12]([OH:21])[CH:13]=2)[N:8]([CH2:22][C:23]2[CH:28]=[CH:27][C:26]([B:33]3[O:37][C:36]([CH3:39])([CH3:38])[C:35]([CH3:41])([CH3:40])[O:34]3)=[CH:25][CH:24]=2)[C:7]=1[CH2:6][C:5]([CH3:31])([CH3:30])[C:4]([O:3][CH2:1][CH3:2])=[O:32])([CH3:20])([CH3:19])[CH3:18], predict the reactants needed to synthesize it. (2) The reactants are: [NH:1]1[CH2:11][CH2:10][CH:4]([C:5]([O:7][CH2:8][CH3:9])=[O:6])[CH2:3][CH2:2]1.[CH:12](O)=O.C=O.C(=O)(O)[O-].[Na+]. Given the product [CH2:8]([O:7][C:5]([CH:4]1[CH2:3][CH2:2][N:1]([CH3:12])[CH2:11][CH2:10]1)=[O:6])[CH3:9], predict the reactants needed to synthesize it. (3) Given the product [CH2:21]([CH:23]([CH2:31][CH2:32][CH2:33][CH3:34])[CH2:24][C:25]1[CH:26]=[CH:27][C:28]([C:19]([C:6]2[CH:5]=[C:10]([C:11]([OH:13])=[O:12])[C:9]([C:14](=[O:15])[C:28]3[CH:27]=[CH:26][C:25]([CH2:24][CH:41]([CH2:39][CH3:40])[CH2:31][CH2:23][CH2:21][CH3:22])=[CH:30][CH:29]=3)=[CH:8][C:7]=2[C:16]([OH:18])=[O:17])=[O:20])=[CH:29][CH:30]=1)[CH3:22], predict the reactants needed to synthesize it. The reactants are: [Cl-].[Al+3].[Cl-].[Cl-].[CH:5]1[C:10]2[C:11]([O:13][C:14](=[O:15])[C:9]=2[CH:8]=[C:7]2[C:16]([O:18][C:19](=[O:20])[C:6]=12)=[O:17])=[O:12].[CH2:21]([CH:23]([CH2:31][CH2:32][CH2:33][CH3:34])[CH2:24][C:25]1[CH:30]=[CH:29][CH:28]=[CH:27][CH:26]=1)[CH3:22].C(N(CC)[CH:39]([CH3:41])[CH3:40])(C)C.Cl. (4) The reactants are: C[O:2][C:3]([CH:5]1[CH2:9][CH:8]([N:10]2[N:14]=[N:13][C:12]([C:15]3[CH:20]=[CH:19][CH:18]=[CH:17][CH:16]=3)=[N:11]2)[CH2:7][N:6]1[C:21]([O:23][C:24]([CH3:27])([CH3:26])[CH3:25])=[O:22])=[O:4].[Li+].[OH-]. Given the product [C:24]([O:23][C:21]([N:6]1[CH2:7][CH:8]([N:10]2[N:14]=[N:13][C:12]([C:15]3[CH:16]=[CH:17][CH:18]=[CH:19][CH:20]=3)=[N:11]2)[CH2:9][CH:5]1[C:3]([OH:4])=[O:2])=[O:22])([CH3:27])([CH3:25])[CH3:26], predict the reactants needed to synthesize it. (5) Given the product [F:19][C:3]1[C:2]([C:21]#[C:20][C:22]2([OH:30])[CH2:27][CH2:26][CH2:25][N:24]([CH3:28])[C:23]2=[O:29])=[CH:18][C:6]2[C:7]3[N:8]([CH:12]=[C:13]([C:15]([NH2:17])=[O:16])[N:14]=3)[CH2:9][CH2:10][O:11][C:5]=2[CH:4]=1, predict the reactants needed to synthesize it. The reactants are: Br[C:2]1[C:3]([F:19])=[CH:4][C:5]2[O:11][CH2:10][CH2:9][N:8]3[CH:12]=[C:13]([C:15]([NH2:17])=[O:16])[N:14]=[C:7]3[C:6]=2[CH:18]=1.[C:20]([C:22]1([OH:30])[CH2:27][CH2:26][CH2:25][N:24]([CH3:28])[C:23]1=[O:29])#[CH:21]. (6) Given the product [OH:8][CH2:7][CH2:6][CH2:5][CH2:4][CH2:3][CH2:2][CH2:1][O:9][C:11]1[CH:16]=[CH:15][N+:14]([O-:17])=[C:13]([CH3:18])[C:12]=1[CH3:19], predict the reactants needed to synthesize it. The reactants are: [CH2:1]([OH:9])[CH2:2][CH2:3][CH2:4][CH2:5][CH2:6][CH2:7][OH:8].Cl[C:11]1[CH:16]=[CH:15][N+:14]([O-:17])=[C:13]([CH3:18])[C:12]=1[CH3:19]. (7) Given the product [C:38]([C:32]1[C:31]([O:30][CH2:29][C:28]([O:27][C:23]([CH3:25])([CH3:24])[CH3:26])=[O:44])=[CH:36][CH:35]=[C:34]([CH3:37])[N:33]=1)#[CH:39], predict the reactants needed to synthesize it. The reactants are: C(OC(=O)COC1C=CC(Cl)=CC=1C#C[Si](C)(C)C)(C)(C)C.[C:23]([O:27][C:28](=[O:44])[CH2:29][O:30][C:31]1[C:32]([C:38]#[C:39][Si](C)(C)C)=[N:33][C:34]([CH3:37])=[CH:35][CH:36]=1)([CH3:26])([CH3:25])[CH3:24]. (8) Given the product [CH3:4][O:5][C:6]([C:8]1[C:13]([NH2:14])=[N:12][CH:11]=[C:10]([C:20]2[CH:21]=[CH:22][C:17]([F:16])=[CH:18][CH:19]=2)[N:9]=1)=[O:7], predict the reactants needed to synthesize it. The reactants are: C(Cl)Cl.[CH3:4][O:5][C:6]([C:8]1[C:13]([NH2:14])=[N:12][CH:11]=[C:10](Br)[N:9]=1)=[O:7].[F:16][C:17]1[CH:22]=[CH:21][C:20](B(O)O)=[CH:19][CH:18]=1.C(N(CC)CC)C.